This data is from Full USPTO retrosynthesis dataset with 1.9M reactions from patents (1976-2016). The task is: Predict the reactants needed to synthesize the given product. (1) Given the product [C:26](/[C:3](=[N:2]\[OH:1])/[C:4]1[CH:5]=[CH:6][C:7]([N:10]2[CH2:11][CH2:12][N:13]([C:16]([O:18][C:19]([CH3:22])([CH3:21])[CH3:20])=[O:17])[CH2:14][CH2:15]2)=[CH:8][CH:9]=1)#[N:27], predict the reactants needed to synthesize it. The reactants are: [OH:1]/[N:2]=[CH:3]/[C:4]1[CH:9]=[CH:8][C:7]([N:10]2[CH2:15][CH2:14][N:13]([C:16]([O:18][C:19]([CH3:22])([CH3:21])[CH3:20])=[O:17])[CH2:12][CH2:11]2)=[CH:6][CH:5]=1.[O-]Cl.[Na+].[C-:26]#[N:27].[K+]. (2) The reactants are: [F:1][C:2]1[CH:8]=[CH:7][C:5]([NH2:6])=[C:4]([O:9][CH3:10])[CH:3]=1.[ClH:11].[Cl:12][CH2:13][CH2:14][NH:15][CH2:16][CH2:17]Cl.O.Cl. Given the product [ClH:12].[ClH:11].[F:1][C:2]1[CH:8]=[CH:7][C:5]([N:6]2[CH2:17][CH2:16][NH:15][CH2:14][CH2:13]2)=[C:4]([O:9][CH3:10])[CH:3]=1, predict the reactants needed to synthesize it. (3) Given the product [C:50]([NH:49][CH2:48][CH2:47][C:42]1[CH:43]=[CH:44][CH:45]=[CH:46][C:41]=1[NH:40][C:1]([C@H:4]([O:6][CH:7]1[CH:12]([C:13]2[CH:18]=[CH:17][C:16]([O:19][CH2:20][CH2:21][CH2:22][O:23][CH2:24][C:25]3[CH:30]=[CH:29][CH:28]=[CH:27][C:26]=3[O:31][CH3:32])=[CH:15][CH:14]=2)[CH2:11][CH2:10][N:9]([C:33]([O:35][C:36]([CH3:38])([CH3:39])[CH3:37])=[O:34])[CH2:8]1)[CH3:5])=[O:3])(=[O:52])[CH3:51], predict the reactants needed to synthesize it. The reactants are: [C:1]([C@H:4]([O:6][CH:7]1[CH:12]([C:13]2[CH:18]=[CH:17][C:16]([O:19][CH2:20][CH2:21][CH2:22][O:23][CH2:24][C:25]3[CH:30]=[CH:29][CH:28]=[CH:27][C:26]=3[O:31][CH3:32])=[CH:15][CH:14]=2)[CH2:11][CH2:10][N:9]([C:33]([O:35][C:36]([CH3:39])([CH3:38])[CH3:37])=[O:34])[CH2:8]1)[CH3:5])([OH:3])=O.[NH2:40][C:41]1[CH:46]=[CH:45][CH:44]=[CH:43][C:42]=1[CH2:47][CH2:48][NH:49][C:50](=[O:52])[CH3:51]. (4) Given the product [CH3:17][O:16][CH2:15][CH2:14][O:13][C:11]([NH:1][C:2]1[CH:3]=[C:4]([CH:7]=[CH:8][CH:9]=1)[CH2:5][OH:6])=[O:12], predict the reactants needed to synthesize it. The reactants are: [NH2:1][C:2]1[CH:3]=[C:4]([CH:7]=[CH:8][CH:9]=1)[CH2:5][OH:6].Cl[C:11]([O:13][CH2:14][CH2:15][O:16][CH3:17])=[O:12].C(OCC)(=O)C. (5) Given the product [CH2:22]([O:21][C:17]1[CH:16]=[C:15]([CH:20]=[CH:19][CH:18]=1)[O:14][C:13]1[C:2]([NH:1][S:35]([C:34]2[C:30]([CH3:29])=[N:31][NH:32][C:33]=2[CH3:39])(=[O:37])=[O:36])=[CH:3][C:4]2[N:8]([CH3:9])[C:7](=[O:10])[N:6]([CH3:11])[C:5]=2[CH:12]=1)[C:23]1[CH:28]=[CH:27][CH:26]=[CH:25][CH:24]=1, predict the reactants needed to synthesize it. The reactants are: [NH2:1][C:2]1[C:13]([O:14][C:15]2[CH:20]=[CH:19][CH:18]=[C:17]([O:21][CH2:22][C:23]3[CH:28]=[CH:27][CH:26]=[CH:25][CH:24]=3)[CH:16]=2)=[CH:12][C:5]2[N:6]([CH3:11])[C:7](=[O:10])[N:8]([CH3:9])[C:4]=2[CH:3]=1.[CH3:29][C:30]1[C:34]([S:35](Cl)(=[O:37])=[O:36])=[C:33]([CH3:39])[NH:32][N:31]=1.N1C=CC=CC=1. (6) Given the product [CH2:1]([NH:3][C:4]([NH:6][C:7]1[N:15]=[CH:14][N:13]=[C:12]2[C:8]=1[N:9]=[CH:10][N:11]2[CH:16]1[CH:23]2[CH:19]([O:20][CH:21](/[CH:24]=[CH:25]/[C:26]3[CH:31]=[CH:30][CH:29]=[CH:28][CH:27]=3)[O:22]2)[CH:18]([C:32]([OH:36])=[O:33])[O:17]1)=[O:5])[CH3:2], predict the reactants needed to synthesize it. The reactants are: [CH2:1]([NH:3][C:4]([NH:6][C:7]1[N:15]=[CH:14][N:13]=[C:12]2[C:8]=1[N:9]=[CH:10][N:11]2[CH:16]1[CH:23]2[CH:19]([O:20][CH:21](/[CH:24]=[CH:25]/[C:26]3[CH:31]=[CH:30][CH:29]=[CH:28][CH:27]=3)[O:22]2)[CH:18]([CH2:32][OH:33])[O:17]1)=[O:5])[CH3:2].C(O)(=[O:36])C.C(O)(=O)C.IC1C=CC=CC=1.CC1(C)N([O])C(C)(C)CCC1.